Dataset: Reaction yield outcomes from USPTO patents with 853,638 reactions. Task: Predict the reaction yield, written as a fraction of the theoretical maximum amount of product (1.0 means a 100% yield; for example, 0.34 means a 34% yield). (1) The reactants are C([O-])(O)=O.[Na+].[NH:6]1[C:14]2[C:9](=[CH:10][CH:11]=[CH:12][CH:13]=2)[CH2:8][CH2:7]1.[C:15](Cl)(=[O:17])[CH3:16]. The catalyst is C(Cl)Cl. The product is [N:6]1([C:15](=[O:17])[CH3:16])[C:14]2[C:9](=[CH:10][CH:11]=[CH:12][CH:13]=2)[CH2:8][CH2:7]1. The yield is 1.00. (2) The reactants are [O:1]=[C:2]1[CH2:7][CH2:6][CH2:5][CH2:4][N:3]1[C:8]([O:10][C:11]([CH3:14])([CH3:13])[CH3:12])=[O:9].[F:15][C:16]1[CH:17]=[C:18]([Mg]Br)[CH:19]=[C:20]([F:23])[C:21]=1[F:22].Cl. The catalyst is O1CCCC1. The product is [O:1]=[C:2]([C:18]1[CH:17]=[C:16]([F:15])[C:21]([F:22])=[C:20]([F:23])[CH:19]=1)[CH2:7][CH2:6][CH2:5][CH2:4][NH:3][C:8](=[O:9])[O:10][C:11]([CH3:14])([CH3:13])[CH3:12]. The yield is 0.360. (3) The reactants are ClC1C(NC2C=C(OC)NN=2)=NC([NH:8][C@H:9]([C:11]2[N:16]=[CH:15][C:14]([F:17])=[CH:13][N:12]=2)[CH3:10])=NC=1.Cl[C:27]1[N:32]=[C:31]([NH:33][C:34]2[CH:38]=[C:37]([CH:39]3[CH2:41][CH2:40]3)[NH:36][N:35]=2)[C:30]([N+:42]([O-:44])=[O:43])=[CH:29][N:28]=1.CCN(C(C)C)C(C)C. The catalyst is CCCCO. The product is [N+:42]([C:30]1[C:31]([NH:33][C:34]2[CH:38]=[C:37]([CH:39]3[CH2:41][CH2:40]3)[NH:36][N:35]=2)=[N:32][C:27]([NH:8][C@H:9]([C:11]2[N:16]=[CH:15][C:14]([F:17])=[CH:13][N:12]=2)[CH3:10])=[N:28][CH:29]=1)([O-:44])=[O:43]. The yield is 0.750. (4) The reactants are [Cl:1][C:2]1[CH:11]=[CH:10][CH:9]=[C:8]2[C:3]=1[C:4](=[O:21])[N:5]([C:14]1[CH:19]=[CH:18][CH:17]=[CH:16][C:15]=1[F:20])[C:6]([CH2:12]Cl)=[N:7]2.[N:22]1[C:30]([NH2:31])=[C:29]2[C:25]([N:26]=[CH:27][NH:28]2)=[N:24][CH:23]=1.C([O-])([O-])=O.[K+].[K+]. The catalyst is CN(C=O)C. The product is [NH2:31][C:30]1[N:22]=[CH:23][N:24]=[C:25]2[C:29]=1[N:28]=[CH:27][N:26]2[CH2:12][C:6]1[N:5]([C:14]2[CH:19]=[CH:18][CH:17]=[CH:16][C:15]=2[F:20])[C:4](=[O:21])[C:3]2[C:8](=[CH:9][CH:10]=[CH:11][C:2]=2[Cl:1])[N:7]=1. The yield is 0.500.